Dataset: NCI-60 drug combinations with 297,098 pairs across 59 cell lines. Task: Regression. Given two drug SMILES strings and cell line genomic features, predict the synergy score measuring deviation from expected non-interaction effect. (1) Drug 1: C1=NC2=C(N1)C(=S)N=C(N2)N. Drug 2: C1=NC2=C(N=C(N=C2N1C3C(C(C(O3)CO)O)F)Cl)N. Cell line: HS 578T. Synergy scores: CSS=2.98, Synergy_ZIP=-7.26, Synergy_Bliss=-8.27, Synergy_Loewe=-13.5, Synergy_HSA=-8.04. (2) Drug 1: CC12CCC3C(C1CCC2=O)CC(=C)C4=CC(=O)C=CC34C. Drug 2: C1CN(CCN1C(=O)CCBr)C(=O)CCBr. Cell line: SNB-19. Synergy scores: CSS=30.7, Synergy_ZIP=-0.816, Synergy_Bliss=3.63, Synergy_Loewe=-2.34, Synergy_HSA=3.94.